Predict the product of the given reaction. From a dataset of Forward reaction prediction with 1.9M reactions from USPTO patents (1976-2016). (1) Given the reactants [CH3:1][C:2]1[C:6]([C:7]2[CH:8]=[C:9]3[C:15]([CH:16]([CH:18]4[CH2:23][CH:22]5[CH2:24][CH:19]4[CH2:20][CH2:21]5)O)=[CH:14][N:13]([CH3:25])[C:10]3=[N:11][CH:12]=2)=[C:5]([CH3:26])[O:4][N:3]=1.C([SiH](CC)CC)C.FC(F)(F)C(O)=O.C(=O)([O-])[O-].[K+].[K+], predict the reaction product. The product is: [CH3:1][C:2]1[C:6]([C:7]2[CH:8]=[C:9]3[C:15]([CH2:16][CH:18]4[CH2:23][CH:22]5[CH2:24][CH:19]4[CH2:20][CH2:21]5)=[CH:14][N:13]([CH3:25])[C:10]3=[N:11][CH:12]=2)=[C:5]([CH3:26])[O:4][N:3]=1. (2) Given the reactants [OH:1][CH2:2][C:3]1[CH:8]=[CH:7][C:6]([OH:9])=[CH:5][CH:4]=1.CN1CCNCC1.[CH:17](=[O:26])/[CH:18]=[CH:19]/[C:20]1[CH:25]=[CH:24][CH:23]=[CH:22][CH:21]=1, predict the reaction product. The product is: [OH:26][CH:17]1[CH2:18][CH:19]([C:20]2[CH:25]=[CH:24][CH:23]=[CH:22][CH:21]=2)[C:7]2[C:6](=[CH:5][CH:4]=[C:3]([CH2:2][OH:1])[CH:8]=2)[O:9]1. (3) Given the reactants [C:1]([C:4]1[NH:8][N:7]=[C:6]([O:9][S:10]([C:13]2[CH:18]=[CH:17][C:16]([CH3:19])=[CH:15][CH:14]=2)(=[O:12])=[O:11])[C:5]=1[CH:20]1[CH2:24][CH2:23][CH2:22][CH2:21]1)(=O)[CH3:2].[C:25]([NH:33][NH2:34])(=O)[C:26]1[CH:31]=[CH:30][CH:29]=[CH:28][CH:27]=1.C1C=CC(C2C=CC=CC=2)=CC=1.C1C=CC(OC2C=CC=CC=2)=CC=1, predict the reaction product. The product is: [CH:20]1([C:5]2[C:6]([O:9][S:10]([C:13]3[CH:18]=[CH:17][C:16]([CH3:19])=[CH:15][CH:14]=3)(=[O:12])=[O:11])=[N:7][N:8]3[C:4]=2[C:1]([CH3:2])=[N:34][N:33]=[C:25]3[C:26]2[CH:31]=[CH:30][CH:29]=[CH:28][CH:27]=2)[CH2:24][CH2:23][CH2:22][CH2:21]1. (4) Given the reactants Br[CH:2](Br)[C:3]1[CH:12]=[C:11]2[C:6]([C:7]([C:15]3[CH:20]=[CH:19][CH:18]=[CH:17][CH:16]=3)=[CH:8][C:9]([C:13]#[N:14])=[N:10]2)=[CH:5][CH:4]=1.[O:22]1CCOCC1, predict the reaction product. The product is: [CH:2]([C:3]1[CH:12]=[C:11]2[C:6]([C:7]([C:15]3[CH:20]=[CH:19][CH:18]=[CH:17][CH:16]=3)=[CH:8][C:9]([C:13]#[N:14])=[N:10]2)=[CH:5][CH:4]=1)=[O:22]. (5) Given the reactants [CH2:1]([O:3][C:4]([C:6]1[C:15](=[O:16])[C:14]2[C:9](=[CH:10][C:11]([O:17][CH2:18][C:19]3[CH:24]=[CH:23][CH:22]=[CH:21][CH:20]=3)=[CH:12][CH:13]=2)[NH:8][CH:7]=1)=[O:5])[CH3:2].C(=O)([O-])[O-].[K+].[K+].I[CH2:32][CH3:33], predict the reaction product. The product is: [CH2:1]([O:3][C:4]([C:6]1[C:15](=[O:16])[C:14]2[C:9](=[CH:10][C:11]([O:17][CH2:18][C:19]3[CH:20]=[CH:21][CH:22]=[CH:23][CH:24]=3)=[CH:12][CH:13]=2)[N:8]([CH2:32][CH3:33])[CH:7]=1)=[O:5])[CH3:2].